From a dataset of Forward reaction prediction with 1.9M reactions from USPTO patents (1976-2016). Predict the product of the given reaction. (1) Given the reactants O[CH:2]1[C:10]2[C:5](=[C:6]([I:13])[CH:7]=[C:8]([Cl:12])[C:9]=2[Cl:11])[C:4](=[O:14])[N:3]1C(C)(C1C=CC=CC=1)C.FC(F)(F)C(O)=O.C([SiH](CC)CC)C, predict the reaction product. The product is: [Cl:11][C:9]1[C:8]([Cl:12])=[CH:7][C:6]([I:13])=[C:5]2[C:10]=1[CH2:2][NH:3][C:4]2=[O:14]. (2) Given the reactants [CH3:1][C:2]1[C:7]([CH3:8])=[CH:6][CH:5]=[CH:4][N+:3]=1[O-].S([O-])(OC)(=O)=O.[C-:16]#[N:17].[K+], predict the reaction product. The product is: [CH3:1][C:2]1[C:7]([CH3:8])=[C:6]([CH:5]=[CH:4][N:3]=1)[C:16]#[N:17].